From a dataset of Full USPTO retrosynthesis dataset with 1.9M reactions from patents (1976-2016). Predict the reactants needed to synthesize the given product. (1) The reactants are: Cl[CH2:2][CH2:3][CH2:4][O:5][C:6]1[CH:15]=[C:14]2[C:9]([C:10]([O:16][C:17]3[CH:22]=[CH:21][C:20]([O:23][CH3:24])=[CH:19][C:18]=3[C:25](=[O:27])[CH3:26])=[CH:11][CH:12]=[N:13]2)=[CH:8][C:7]=1[O:28][CH3:29].[NH:30]1[CH2:35][CH2:34][O:33][CH2:32][CH2:31]1.C(=O)([O-])[O-].[K+].[K+].O. Given the product [CH3:24][O:23][C:20]1[CH:21]=[CH:22][C:17]([O:16][C:10]2[C:9]3[C:14](=[CH:15][C:6]([O:5][CH2:4][CH2:3][CH2:2][N:30]4[CH2:35][CH2:34][O:33][CH2:32][CH2:31]4)=[C:7]([O:28][CH3:29])[CH:8]=3)[N:13]=[CH:12][CH:11]=2)=[C:18]([C:25](=[O:27])[CH3:26])[CH:19]=1, predict the reactants needed to synthesize it. (2) Given the product [C:3]([SiH2:7][O:8][C:9]([CH3:18])([CH3:17])[C:10]1[O:14][N:13]=[C:12]([CH:15]([OH:16])[CH3:19])[CH:11]=1)([CH3:6])([CH3:4])[CH3:5], predict the reactants needed to synthesize it. The reactants are: N#N.[C:3]([SiH2:7][O:8][C:9]([CH3:18])([CH3:17])[C:10]1[O:14][N:13]=[C:12]([CH:15]=[O:16])[CH:11]=1)([CH3:6])([CH3:5])[CH3:4].[CH3:19][Al](C)C.[NH4+].[Cl-].Cl. (3) Given the product [C:2]1([CH3:1])[CH:7]=[CH:6][C:5]([C:8]23[CH2:9][CH:10]2[CH2:11][N:12]([CH2:23][C:22]([F:33])([F:32])[F:21])[CH2:13]3)=[CH:4][CH:3]=1, predict the reactants needed to synthesize it. The reactants are: [CH3:1][C:2]1[CH:3]=[CH:4][C:5]([C:8]23[CH2:13][NH:12][CH2:11][CH:10]2[CH2:9]3)=[CH:6][CH:7]=1.C(N(CC)CC)C.[F:21][C:22]([F:33])([F:32])[CH2:23]OS(C(Cl)(Cl)Cl)(=O)=O.